From a dataset of Forward reaction prediction with 1.9M reactions from USPTO patents (1976-2016). Predict the product of the given reaction. The product is: [Cl:1][C:2]1[C:8]2[CH:9]=[CH:10][C:11]([C:13]([NH2:26])=[O:14])=[CH:12][C:7]=2[S:6][C:5]2[CH:16]=[CH:17][CH:18]=[CH:19][C:4]=2[N:3]=1. Given the reactants [Cl:1][C:2]1[C:8]2[CH:9]=[CH:10][C:11]([C:13](Cl)=[O:14])=[CH:12][C:7]=2[S:6][C:5]2[CH:16]=[CH:17][CH:18]=[CH:19][C:4]=2[N:3]=1.O1CCOCC1.[NH3:26], predict the reaction product.